This data is from Full USPTO retrosynthesis dataset with 1.9M reactions from patents (1976-2016). The task is: Predict the reactants needed to synthesize the given product. (1) Given the product [CH:1]1([NH:7][C:8]([NH:10][C:11]2[N:12]=[C:13]3[C:19]([CH3:20])=[CH:18][NH:17][C:14]3=[N:15][CH:16]=2)=[O:9])[CH2:2][CH2:3][CH2:4][CH2:5][CH2:6]1, predict the reactants needed to synthesize it. The reactants are: [CH:1]1([NH:7][C:8]([NH:10][C:11]2[N:12]=[C:13]3[C:19]([CH3:20])=[CH:18][N:17](COCC[Si](C)(C)C)[C:14]3=[N:15][CH:16]=2)=[O:9])[CH2:6][CH2:5][CH2:4][CH2:3][CH2:2]1.C(N)CN. (2) Given the product [Cl:1][C:2]1[C:7]([C:17]2[C@@:21]3([CH3:37])[CH2:22][CH2:23][C@H:24]4[C@H:33]([C@@H:20]3[CH2:19][CH:18]=2)[CH2:32][CH:31]=[C:30]2[C@:25]4([CH3:36])[CH2:26][CH2:27][C:28](=[O:35])[N:29]2[CH3:34])=[CH:6][CH:5]=[CH:4][N:3]=1, predict the reactants needed to synthesize it. The reactants are: [Cl:1][C:2]1[C:7](B(O)O)=[CH:6][CH:5]=[CH:4][N:3]=1.FC(F)(F)S(O[C:17]1[C@@:21]2([CH3:37])[CH2:22][CH2:23][C@H:24]3[C@H:33]([C@@H:20]2[CH2:19][CH:18]=1)[CH2:32][CH:31]=[C:30]1[C@:25]3([CH3:36])[CH2:26][CH2:27][C:28](=[O:35])[N:29]1[CH3:34])(=O)=O. (3) Given the product [NH2:14][C:5]1[C:6]([O:12][CH3:13])=[C:7]([C:2]([F:1])=[CH:3][CH:4]=1)[C:8]([O:10][CH3:11])=[O:9], predict the reactants needed to synthesize it. The reactants are: [F:1][C:2]1[C:7]([C:8]([O:10][CH3:11])=[O:9])=[C:6]([O:12][CH3:13])[C:5]([N+:14]([O-])=O)=[CH:4][CH:3]=1.CO. (4) Given the product [N:1]([CH2:4][CH2:5][CH2:6][C:7]1([C:24]2[CH:25]=[CH:26][CH:27]=[CH:28][CH:29]=2)[N:11]([C:12]2[NH:13][N:33]=[C:30]([CH3:31])[N:36]=2)[N:10]=[C:9]([C:16]2[CH:21]=[C:20]([F:22])[CH:19]=[CH:18][C:17]=2[F:23])[S:8]1)=[N+:2]=[N-:3], predict the reactants needed to synthesize it. The reactants are: [N:1]([CH2:4][CH2:5][CH2:6][C:7]1([C:24]2[CH:29]=[CH:28][CH:27]=[CH:26][CH:25]=2)[N:11]([C:12](SC)=[NH:13])[N:10]=[C:9]([C:16]2[CH:21]=[C:20]([F:22])[CH:19]=[CH:18][C:17]=2[F:23])[S:8]1)=[N+:2]=[N-:3].[C:30]([NH:33]N)(=O)[CH3:31].O.[N:36]1C=CC=CC=1. (5) The reactants are: [Cl:1][C:2]1[CH:3]=[C:4]([SH:9])[CH:5]=[CH:6][C:7]=1[F:8].[C:10](=O)([O-])[O-].[K+].[K+].CI. Given the product [Cl:1][C:2]1[CH:3]=[C:4]([S:9][CH3:10])[CH:5]=[CH:6][C:7]=1[F:8], predict the reactants needed to synthesize it. (6) Given the product [CH:1]1([C:7]2[CH:8]=[C:9]([C:14]3[N:19]=[CH:18][C:17]([CH:20]=[O:21])=[CH:16][CH:15]=3)[CH:10]=[C:11]([N+:28]([O-:29])=[O:27])[C:12]=2[OH:13])[CH2:2][CH2:3][CH2:4][CH2:5][CH2:6]1, predict the reactants needed to synthesize it. The reactants are: [CH:1]1([C:7]2[CH:8]=[C:9]([C:14]3[N:19]=[CH:18][C:17]([CH:20]=[O:21])=[CH:16][CH:15]=3)[CH:10]=[CH:11][C:12]=2[OH:13])[CH2:6][CH2:5][CH2:4][CH2:3][CH2:2]1.F[B-](F)(F)F.[O:27]=[N+:28]=[O:29]. (7) The reactants are: [CH2:1]([N:3]([CH2:38][CH3:39])[CH2:4][CH2:5][CH2:6][C@H:7]([NH:15][C:16]([C:18]1[C:19](=[O:37])[N:20]([CH:24]([C:31]2[CH:36]=[CH:35][CH:34]=[CH:33][CH:32]=2)[C:25]2[CH:30]=[CH:29][CH:28]=[CH:27][CH:26]=2)[CH:21]=[CH:22][CH:23]=1)=[O:17])[C:8]([O:10]C(C)(C)C)=[O:9])[CH3:2].[C:40]([OH:46])([C:42]([F:45])([F:44])[F:43])=[O:41]. Given the product [CH2:38]([N:3]([CH2:1][CH3:2])[CH2:4][CH2:5][CH2:6][C@H:7]([NH:15][C:16]([C:18]1[C:19](=[O:37])[N:20]([CH:24]([C:25]2[CH:26]=[CH:27][CH:28]=[CH:29][CH:30]=2)[C:31]2[CH:36]=[CH:35][CH:34]=[CH:33][CH:32]=2)[CH:21]=[CH:22][CH:23]=1)=[O:17])[C:8]([OH:10])=[O:9])[CH3:39].[C:40]([OH:46])([C:42]([F:45])([F:44])[F:43])=[O:41], predict the reactants needed to synthesize it. (8) Given the product [I:21][C:16]1[C:17]([O:19][CH3:20])=[CH:18][C:4]([CH:1]([CH3:3])[CH3:2])=[C:5]([CH:15]=1)[O:6][C:7]1[C:8]([NH2:14])=[N:9][C:10]([NH2:13])=[N:11][CH:12]=1, predict the reactants needed to synthesize it. The reactants are: [CH:1]([C:4]1[CH:18]=[C:17]([O:19][CH3:20])[CH:16]=[CH:15][C:5]=1[O:6][C:7]1[C:8]([NH2:14])=[N:9][C:10]([NH2:13])=[N:11][CH:12]=1)([CH3:3])[CH3:2].[I:21]Cl.O.S(=O)(O)[O-].[Na+]. (9) Given the product [N:41]1[CH:42]=[CH:43][CH:44]=[CH:45][C:40]=1[CH:37]=[O:39].[BH4-:46].[Na+:47].[ClH:31], predict the reactants needed to synthesize it. The reactants are: C(OC(NCCN(C1C=C(C)C=CC=1C#N)CCNC(OC(C)(C)C)=O)=O)(C)(C)C.[ClH:31].CCOCC.[C:37]([C:40]1[CH:45]=[CH:44][CH:43]=[CH:42][N:41]=1)(=[O:39])C.[BH4-:46].[Na+:47]. (10) The reactants are: [CH3:1][O:2][C:3]([C:5]1([N:13]([OH:26])[C:14](=[O:25])[CH2:15][C:16]2[C:21]([CH3:22])=[CH:20][C:19]([CH3:23])=[CH:18][C:17]=2[CH3:24])[CH2:10][CH2:9][N:8]([O:11][CH3:12])[CH2:7][CH2:6]1)=[O:4].[H-].[Na+].[CH2:29](Br)[C:30]#[CH:31]. Given the product [CH3:1][O:2][C:3]([C:5]1([N:13]([O:26][CH2:31][C:30]#[CH:29])[C:14](=[O:25])[CH2:15][C:16]2[C:17]([CH3:24])=[CH:18][C:19]([CH3:23])=[CH:20][C:21]=2[CH3:22])[CH2:6][CH2:7][N:8]([O:11][CH3:12])[CH2:9][CH2:10]1)=[O:4], predict the reactants needed to synthesize it.